Dataset: Forward reaction prediction with 1.9M reactions from USPTO patents (1976-2016). Task: Predict the product of the given reaction. (1) Given the reactants [CH3:1][N:2]1[CH2:7][CH2:6][CH:5]([C:8]([N:16]2[CH2:21][CH2:20][N:19](C(OC(C)(C)C)=O)[CH2:18][CH2:17]2)([C:10]2[CH:15]=[CH:14][CH:13]=[CH:12][CH:11]=2)[CH3:9])[CH2:4][CH2:3]1.FC(F)(F)C(O)=O, predict the reaction product. The product is: [CH3:1][N:2]1[CH2:7][CH2:6][CH:5]([C:8]([N:16]2[CH2:17][CH2:18][NH:19][CH2:20][CH2:21]2)([C:10]2[CH:15]=[CH:14][CH:13]=[CH:12][CH:11]=2)[CH3:9])[CH2:4][CH2:3]1. (2) Given the reactants [N+:1]([C:4]1[CH:9]=[CH:8][CH:7]=[CH:6][C:5]=1[C:10]1[S:14][C:13]([NH:15][C:16]([N:18]2[CH2:23][CH2:22][O:21][CH2:20][CH2:19]2)=[O:17])=[N:12][N:11]=1)([O-])=O.O.[Cl-].[NH4+], predict the reaction product. The product is: [NH2:1][C:4]1[CH:9]=[CH:8][CH:7]=[CH:6][C:5]=1[C:10]1[S:14][C:13]([NH:15][C:16]([N:18]2[CH2:19][CH2:20][O:21][CH2:22][CH2:23]2)=[O:17])=[N:12][N:11]=1. (3) Given the reactants [Cl:1][C:2]1[C:3]([C:10]([O:12][CH3:13])=[O:11])=[N:4][C:5](Cl)=[CH:6][C:7]=1[Cl:8].[CH2:14]([O:16]C=C[Sn](CCCC)(CCCC)CCCC)[CH3:15].[F-].[Cs+], predict the reaction product. The product is: [Cl:1][C:2]1[C:3]([C:10]([O:12][CH3:13])=[O:11])=[N:4][C:5]([C:14](=[O:16])[CH3:15])=[CH:6][C:7]=1[Cl:8]. (4) Given the reactants N1C(C)=CC(C)=CC=1C.[Cl:10][C:11]1[CH:44]=[CH:43][C:14]([CH2:15][NH:16][C:17]([C:19]2[C:20](=[O:42])[C:21]3[CH:39]=[C:38]([CH2:40]O)[S:37][C:22]=3[N:23]([CH2:25][CH2:26][O:27][CH2:28][CH2:29][O:30][CH:31]3[CH2:36][CH2:35][CH2:34][CH2:33][O:32]3)[CH:24]=2)=[O:18])=[CH:13][CH:12]=1.CS([Cl:49])(=O)=O, predict the reaction product. The product is: [Cl:10][C:11]1[CH:12]=[CH:13][C:14]([CH2:15][NH:16][C:17]([C:19]2[C:20](=[O:42])[C:21]3[CH:39]=[C:38]([CH2:40][Cl:49])[S:37][C:22]=3[N:23]([CH2:25][CH2:26][O:27][CH2:28][CH2:29][O:30][CH:31]3[CH2:36][CH2:35][CH2:34][CH2:33][O:32]3)[CH:24]=2)=[O:18])=[CH:43][CH:44]=1. (5) Given the reactants [Cl:1][CH:2]([CH3:6])[C:3](Cl)=[O:4].[CH2:7]([Mg]Br)[CH2:8][C:9]1[CH:14]=[CH:13][CH:12]=[CH:11][CH:10]=1, predict the reaction product. The product is: [Cl:1][CH:2]([CH3:6])[C:3](=[O:4])[CH2:7][CH2:8][C:9]1[CH:14]=[CH:13][CH:12]=[CH:11][CH:10]=1. (6) Given the reactants [Cl:1][C:2]1[CH:7]=[CH:6][C:5]([C@:8]2([CH:21]([CH3:23])[CH3:22])[C@:10]3([C:18]4[C:13](=[CH:14][CH:15]=[C:16]([F:19])[CH:17]=4)[NH:12][C:11]3=[O:20])[CH2:9]2)=[CH:4][CH:3]=1.[CH3:24][O:25][C:26](=[O:35])[C:27]1[CH:32]=[C:31](I)[CH:30]=[C:29]([Br:34])[CH:28]=1.C([O-])([O-])=O.[K+].[K+].CNCCNC, predict the reaction product. The product is: [CH3:24][O:25][C:26](=[O:35])[C:27]1[CH:32]=[C:31]([N:12]2[C:13]3[C:18](=[CH:17][C:16]([F:19])=[CH:15][CH:14]=3)[C@:10]3([CH2:9][C@:8]3([C:5]3[CH:4]=[CH:3][C:2]([Cl:1])=[CH:7][CH:6]=3)[CH:21]([CH3:23])[CH3:22])[C:11]2=[O:20])[CH:30]=[C:29]([Br:34])[CH:28]=1. (7) Given the reactants [OH:1][C:2]1[CH:3]=[C:4]([CH:9]=[C:10]([O:12][C@H:13]2[CH2:17][CH2:16][O:15][CH2:14]2)[CH:11]=1)[C:5]([O:7]C)=[O:6].[N:18]1([C:22]([C:24]2[CH:29]=[CH:28][C:27](Br)=[CH:26][N:25]=2)=[O:23])[CH2:21][CH2:20][CH2:19]1.CC(C)(C(=O)CC(=O)C(C)(C)C)C.C(=O)([O-])[O-].[Cs+].[Cs+], predict the reaction product. The product is: [N:18]1([C:22]([C:24]2[N:25]=[CH:26][C:27]([O:1][C:2]3[CH:3]=[C:4]([CH:9]=[C:10]([O:12][C@H:13]4[CH2:17][CH2:16][O:15][CH2:14]4)[CH:11]=3)[C:5]([OH:7])=[O:6])=[CH:28][CH:29]=2)=[O:23])[CH2:21][CH2:20][CH2:19]1.